From a dataset of Reaction yield outcomes from USPTO patents with 853,638 reactions. Predict the reaction yield, written as a fraction of the theoretical maximum amount of product (1.0 means a 100% yield; for example, 0.34 means a 34% yield). The reactants are [NH2:1][C:2]1[C:10]([CH3:11])=[C:9]([O:12][CH3:13])[CH:8]=[CH:7][C:3]=1[C:4]([NH2:6])=[O:5].C(N)(=O)C1C=CC=CC=1.[F:23][C:24]1[CH:25]=[C:26]([CH:30]=[C:31]([F:33])[CH:32]=1)[C:27](Cl)=O. No catalyst specified. The product is [F:23][C:24]1[CH:25]=[C:26]([C:27]2[N:6]=[C:4]([OH:5])[C:3]3[C:2](=[C:10]([CH3:11])[C:9]([O:12][CH3:13])=[CH:8][CH:7]=3)[N:1]=2)[CH:30]=[C:31]([F:33])[CH:32]=1. The yield is 0.850.